Predict which catalyst facilitates the given reaction. From a dataset of Catalyst prediction with 721,799 reactions and 888 catalyst types from USPTO. (1) Reactant: [F:1][C:2]1[CH:3]=[CH:4][C:5]([C:8](=[N:12]O)[CH2:9][O:10][CH3:11])=[N:6][CH:7]=1. Product: [F:1][C:2]1[CH:3]=[CH:4][C:5]([CH:8]([NH2:12])[CH2:9][O:10][CH3:11])=[N:6][CH:7]=1. The catalyst class is: 153. (2) The catalyst class is: 217. Product: [Br:25][CH2:3][C:4]([C:6]1[CH:7]=[CH:8][C:9]2[N:10]([CH:12]=[C:13]([C:15]([NH:17][C:18]3[CH:23]=[CH:22][CH:21]=[CH:20][CH:19]=3)=[O:16])[N:14]=2)[CH:11]=1)=[O:5]. Reactant: C([O:3][C:4]([C:6]1[CH:7]=[CH:8][C:9]2[N:10]([CH:12]=[C:13]([C:15]([NH:17][C:18]3[CH:23]=[CH:22][CH:21]=[CH:20][CH:19]=3)=[O:16])[N:14]=2)[CH:11]=1)=[CH2:5])C.O.[Br:25]N1C(=O)CCC1=O. (3) Reactant: [C:1]([C:3]1[CH:8]=[CH:7][C:6]([NH:9][C:10](=[O:20])[CH2:11][NH:12]C(=O)OC(C)(C)C)=[C:5]([O:21][CH3:22])[CH:4]=1)#[N:2].[F:23][C:24]([F:29])([F:28])[C:25]([OH:27])=[O:26]. Product: [F:23][C:24]([F:29])([F:28])[C:25]([OH:27])=[O:26].[NH2:12][CH2:11][C:10]([NH:9][C:6]1[CH:7]=[CH:8][C:3]([C:1]#[N:2])=[CH:4][C:5]=1[O:21][CH3:22])=[O:20]. The catalyst class is: 4. (4) Reactant: [Si]([O:8][C:9]1[CH:10]=[C:11]([CH:23]=[CH:24][C:25]=1[Cl:26])[CH2:12][NH:13][C@@H:14]([C:16]1[CH:21]=[CH:20][CH:19]=[C:18]([Cl:22])[CH:17]=1)[CH3:15])(C(C)(C)C)(C)C.[F-].C([N+](CCCC)(CCCC)CCCC)CCC. Product: [Cl:26][C:25]1[CH:24]=[CH:23][C:11]([CH2:12][NH:13][C@@H:14]([C:16]2[CH:21]=[CH:20][CH:19]=[C:18]([Cl:22])[CH:17]=2)[CH3:15])=[CH:10][C:9]=1[OH:8]. The catalyst class is: 1. (5) Reactant: [F:1][C:2]1[CH:3]=[C:4]([N:17]2[C:24](=[S:25])[N:23]([C:26]3[CH:27]=[C:28]([C:34]([F:37])([F:36])[F:35])[C:29]([C:32]#[N:33])=[N:30][CH:31]=3)[C:22](=[O:38])[C:18]32[CH2:21][CH2:20][CH2:19]3)[CH:5]=[CH:6][C:7]=1[O:8][CH2:9][CH2:10][N:11]1[CH2:16][CH2:15][NH:14][CH2:13][CH2:12]1.[C:39](OC(=O)C)(=[O:41])[CH3:40].C(N(CC)CC)C. Product: [C:39]([N:14]1[CH2:15][CH2:16][N:11]([CH2:10][CH2:9][O:8][C:7]2[CH:6]=[CH:5][C:4]([N:17]3[C:24](=[S:25])[N:23]([C:26]4[CH:27]=[C:28]([C:34]([F:36])([F:37])[F:35])[C:29]([C:32]#[N:33])=[N:30][CH:31]=4)[C:22](=[O:38])[C:18]43[CH2:19][CH2:20][CH2:21]4)=[CH:3][C:2]=2[F:1])[CH2:12][CH2:13]1)(=[O:41])[CH3:40]. The catalyst class is: 2. (6) Reactant: [N:1]([CH2:4][CH2:5][C:6]1[CH:11]=[C:10]([O:12][CH3:13])[CH:9]=[C:8]([O:14][CH3:15])[CH:7]=1)=[C:2]=[S:3].[Cl-].[Cl-].[Cl-].[Al+3]. Product: [CH3:15][O:14][C:8]1[CH:7]=[C:6]2[C:11](=[C:10]([O:12][CH3:13])[CH:9]=1)[C:2](=[S:3])[NH:1][CH2:4][CH2:5]2. The catalyst class is: 2. (7) Reactant: CN(C(ON1N=N[C:11]2[CH:12]=[CH:13][CH:14]=[N:15][C:10]1=2)=[N+](C)C)C.F[P-](F)(F)(F)(F)F.[NH2:25][C:26]1[CH:38]=[CH:37][C:29]([C:30]([O:32][C:33]([CH3:36])([CH3:35])[CH3:34])=[O:31])=[CH:28][CH:27]=1.CN1CC[O:43][CH2:42]C1.[C:46](#N)C.[OH2:49]. Product: [O:49]=[C:11]1[CH2:12][CH2:13][CH2:14][N:15]1[CH:10]([CH3:46])[C:42]([NH:25][C:26]1[CH:38]=[CH:37][C:29]([C:30]([O:32][C:33]([CH3:34])([CH3:35])[CH3:36])=[O:31])=[CH:28][CH:27]=1)=[O:43]. The catalyst class is: 3. (8) Reactant: [Cl:1][C:2]1[CH:7]=[CH:6][C:5]([N:8]=[C:9]=[O:10])=[CH:4][C:3]=1[C:11]([F:14])([F:13])[F:12].[NH2:15][C:16]1[CH:35]=[CH:34][C:19]([O:20][C:21]2[CH:26]=[CH:25][N:24]=[C:23]([C:27]([O:29][C:30]([CH3:33])([CH3:32])[CH3:31])=[O:28])[CH:22]=2)=[CH:18][CH:17]=1. Product: [Cl:1][C:2]1[CH:7]=[CH:6][C:5]([NH:8][C:9](=[O:10])[NH:15][C:16]2[CH:35]=[CH:34][C:19]([O:20][C:21]3[CH:26]=[CH:25][N:24]=[C:23]([C:27]([O:29][C:30]([CH3:31])([CH3:32])[CH3:33])=[O:28])[CH:22]=3)=[CH:18][CH:17]=2)=[CH:4][C:3]=1[C:11]([F:12])([F:13])[F:14]. The catalyst class is: 4. (9) Reactant: [Br:1][C:2]1[C:3]([NH:8][C:9](=[O:16])[O:10][CH2:11][C:12]([Cl:15])([Cl:14])[Cl:13])=[N:4][N:5]([CH3:7])[CH:6]=1.O[CH:18]([CH2:31][CH:32]([CH3:34])[CH3:33])[C:19]([O:21][CH2:22][C:23]1[CH:28]=[CH:27][C:26]([O:29][CH3:30])=[CH:25][CH:24]=1)=[O:20].C1(P(C2C=CC=CC=2)C2C=CC=CC=2)C=CC=CC=1.N(C(OC(C)C)=O)=NC(OC(C)C)=O. Product: [Br:1][C:2]1[C:3]([N:8]([C:9]([O:10][CH2:11][C:12]([Cl:14])([Cl:13])[Cl:15])=[O:16])[C@H:18]([C:19]([O:21][CH2:22][C:23]2[CH:24]=[CH:25][C:26]([O:29][CH3:30])=[CH:27][CH:28]=2)=[O:20])[CH2:31][CH:32]([CH3:34])[CH3:33])=[N:4][N:5]([CH3:7])[CH:6]=1. The catalyst class is: 18.